Predict the reactants needed to synthesize the given product. From a dataset of Full USPTO retrosynthesis dataset with 1.9M reactions from patents (1976-2016). (1) The reactants are: [N:1]1([CH2:6][C:7]2[CH:12]=[CH:11][C:10]([C:13]3[CH:18]=[CH:17][C:16]([CH2:19][CH2:20][C:21]([C:23]4[O:24][C:25]([C:28]5[N:33]=[C:32]([C:34]([O:36]C)=[O:35])[CH:31]=[CH:30][CH:29]=5)=[CH:26][N:27]=4)=[O:22])=[CH:15][CH:14]=3)=[CH:9][CH:8]=2)[CH2:5][CH2:4][CH2:3][CH2:2]1.[Li+].[OH-].Cl. Given the product [N:1]1([CH2:6][C:7]2[CH:8]=[CH:9][C:10]([C:13]3[CH:18]=[CH:17][C:16]([CH2:19][CH2:20][C:21]([C:23]4[O:24][C:25]([C:28]5[N:33]=[C:32]([C:34]([OH:36])=[O:35])[CH:31]=[CH:30][CH:29]=5)=[CH:26][N:27]=4)=[O:22])=[CH:15][CH:14]=3)=[CH:11][CH:12]=2)[CH2:2][CH2:3][CH2:4][CH2:5]1, predict the reactants needed to synthesize it. (2) Given the product [Cl:27][C:24]1[CH:25]=[CH:26][C:21]([CH2:20][N:16]2[C:17]3[C:13](=[CH:12][C:11](/[CH:10]=[C:7]4/[C:8](=[O:9])[N:4]([CH2:3][CH2:2][NH:1][S:39]([N:33]5[CH2:38][CH2:37][O:36][CH2:35][CH2:34]5)(=[O:41])=[O:40])[C:5](=[O:32])[S:6]/4)=[CH:19][CH:18]=3)[CH:14]=[N:15]2)=[C:22]([C:28]([F:30])([F:29])[F:31])[CH:23]=1, predict the reactants needed to synthesize it. The reactants are: [NH2:1][CH2:2][CH2:3][N:4]1[C:8](=[O:9])/[C:7](=[CH:10]/[C:11]2[CH:12]=[C:13]3[C:17](=[CH:18][CH:19]=2)[N:16]([CH2:20][C:21]2[CH:26]=[CH:25][C:24]([Cl:27])=[CH:23][C:22]=2[C:28]([F:31])([F:30])[F:29])[N:15]=[CH:14]3)/[S:6][C:5]1=[O:32].[N:33]1([S:39](Cl)(=[O:41])=[O:40])[CH2:38][CH2:37][O:36][CH2:35][CH2:34]1. (3) Given the product [NH:1]([C:2]1[CH:14]=[C:13]([CH2:15][CH2:16][C:17]2[CH:22]=[CH:21][CH:20]=[C:19]([O:23][CH3:24])[CH:18]=2)[CH:12]=[CH:11][C:3]=1[C:4]([O:6][C:7]([CH3:10])([CH3:9])[CH3:8])=[O:5])[C:26]1[CH:31]=[CH:30][CH:29]=[CH:28][CH:27]=1, predict the reactants needed to synthesize it. The reactants are: [NH2:1][C:2]1[CH:14]=[C:13]([CH2:15][CH2:16][C:17]2[CH:22]=[CH:21][CH:20]=[C:19]([O:23][CH3:24])[CH:18]=2)[CH:12]=[CH:11][C:3]=1[C:4]([O:6][C:7]([CH3:10])([CH3:9])[CH3:8])=[O:5].I[C:26]1[CH:31]=[CH:30][CH:29]=[CH:28][CH:27]=1.C(=O)([O-])[O-].[Cs+].[Cs+].C1(P(C2CCCCC2)C2C=CC=CC=2C2C(C(C)C)=CC(C(C)C)=CC=2C(C)C)CCCCC1. (4) Given the product [Cl:25][C:16]1[C:5]2[N:6]([CH2:7][C:8]3[CH:9]=[CH:10][C:11]([O:14][CH3:15])=[CH:12][CH:13]=3)[C:2]([O:42][C:35]3[C:36]([CH3:41])=[CH:37][C:38]([Cl:40])=[CH:39][C:34]=3[Cl:33])=[N:3][C:4]=2[C:19]([CH:20]([CH2:23][CH3:24])[CH2:21][CH3:22])=[CH:18][CH:17]=1, predict the reactants needed to synthesize it. The reactants are: Cl[C:2]1[N:6]([CH2:7][C:8]2[CH:13]=[CH:12][C:11]([O:14][CH3:15])=[CH:10][CH:9]=2)[C:5]2[C:16]([Cl:25])=[CH:17][CH:18]=[C:19]([CH:20]([CH2:23][CH3:24])[CH2:21][CH3:22])[C:4]=2[N:3]=1.CN1CCCC1=O.[Cl:33][C:34]1[CH:39]=[C:38]([Cl:40])[CH:37]=[C:36]([CH3:41])[C:35]=1[OH:42].C(=O)([O-])[O-].[K+].[K+]. (5) Given the product [Cl:16][C:4]1[C:5](=[O:15])[N:6]([C:9]2[CH:14]=[CH:13][CH:12]=[CH:11][CH:10]=2)[N:7]([CH3:8])[C:3]=1[CH2:2][N:27]1[CH2:26][CH2:25][N:24]([C:19]2[CH:20]=[CH:21][CH:22]=[CH:23][C:18]=2[Cl:17])[CH2:29][CH2:28]1, predict the reactants needed to synthesize it. The reactants are: Br[CH2:2][C:3]1[N:7]([CH3:8])[N:6]([C:9]2[CH:14]=[CH:13][CH:12]=[CH:11][CH:10]=2)[C:5](=[O:15])[C:4]=1[Cl:16].[Cl:17][C:18]1[CH:23]=[CH:22][CH:21]=[CH:20][C:19]=1[N:24]1[CH2:29][CH2:28][N:27](C)[CH2:26][CH2:25]1. (6) Given the product [C:1]([O:5][C:6](=[O:7])[N:8]([CH2:9][CH2:10][CH2:11][C:12]([N:46]1[CH2:47][CH2:48][N:43]([C:41]2[CH:40]=[C:39]([CH:49]3[CH2:52][CH2:51][CH2:50]3)[N:38]=[C:37]([C:33]([CH3:36])([CH3:35])[CH3:34])[N:42]=2)[CH2:44][CH2:45]1)=[O:14])[CH3:15])([CH3:2])([CH3:3])[CH3:4], predict the reactants needed to synthesize it. The reactants are: [C:1]([O:5][C:6]([N:8]([CH3:15])[CH2:9][CH2:10][CH2:11][C:12]([OH:14])=O)=[O:7])([CH3:4])([CH3:3])[CH3:2].C(N(CC)CC)C.OC1C2N=NNC=2C=CC=1.[C:33]([C:37]1[N:42]=[C:41]([N:43]2[CH2:48][CH2:47][NH:46][CH2:45][CH2:44]2)[CH:40]=[C:39]([CH:49]2[CH2:52][CH2:51][CH2:50]2)[N:38]=1)([CH3:36])([CH3:35])[CH3:34].Cl.C(N=C=NCCCN(C)C)C. (7) Given the product [CH3:1][O:2][C:3](=[O:37])[C@H:4]([CH2:22][C:23]1[CH:28]=[CH:27][C:26]([C:29]2[CH:34]=[CH:33][CH:32]=[CH:31][C:30]=2[O:35][CH3:36])=[CH:25][CH:24]=1)[NH:5][C:6](=[O:21])[C:7]1[CH:12]=[CH:11][C:10]([C:13]([OH:15])=[O:14])=[CH:9][C:8]=1[Cl:20], predict the reactants needed to synthesize it. The reactants are: [CH3:1][O:2][C:3](=[O:37])[C@H:4]([CH2:22][C:23]1[CH:28]=[CH:27][C:26]([C:29]2[CH:34]=[CH:33][CH:32]=[CH:31][C:30]=2[O:35][CH3:36])=[CH:25][CH:24]=1)[NH:5][C:6](=[O:21])[C:7]1[CH:12]=[CH:11][C:10]([C:13]([O:15]C(C)(C)C)=[O:14])=[CH:9][C:8]=1[Cl:20].C(O)(C(F)(F)F)=O.